Dataset: Full USPTO retrosynthesis dataset with 1.9M reactions from patents (1976-2016). Task: Predict the reactants needed to synthesize the given product. Given the product [CH3:1][O:2][C:3]([C:5]1[CH:31]=[CH:30][C:8]2[N:9]=[C:10]([NH:12][CH:13]3[CH2:18][CH2:17][N:16]([CH2:37][C:36]4[CH:39]=[C:40]([O:41][CH2:42][CH3:43])[C:33]([NH2:32])=[C:34]([O:44][CH2:45][CH3:46])[CH:35]=4)[CH2:15][CH2:14]3)[O:11][C:7]=2[CH:6]=1)=[O:4], predict the reactants needed to synthesize it. The reactants are: [CH3:1][O:2][C:3]([C:5]1[CH:31]=[CH:30][C:8]2[N:9]=[C:10]([NH:12][CH:13]3[CH2:18][CH2:17][N:16](CC4C=CC(O)=C(OCC)C=4)[CH2:15][CH2:14]3)[O:11][C:7]=2[CH:6]=1)=[O:4].[NH2:32][C:33]1[C:40]([O:41][CH2:42][CH3:43])=[CH:39][C:36]([CH:37]=O)=[CH:35][C:34]=1[O:44][CH2:45][CH3:46].C([BH3-])#N.[Na+].C(N(C(C)C)C(C)C)C.